From a dataset of NCI-60 drug combinations with 297,098 pairs across 59 cell lines. Regression. Given two drug SMILES strings and cell line genomic features, predict the synergy score measuring deviation from expected non-interaction effect. Drug 1: CCCCCOC(=O)NC1=NC(=O)N(C=C1F)C2C(C(C(O2)C)O)O. Drug 2: CS(=O)(=O)OCCCCOS(=O)(=O)C. Cell line: MDA-MB-435. Synergy scores: CSS=0.287, Synergy_ZIP=2.76, Synergy_Bliss=3.22, Synergy_Loewe=1.07, Synergy_HSA=-1.25.